Regression. Given a peptide amino acid sequence and an MHC pseudo amino acid sequence, predict their binding affinity value. This is MHC class I binding data. From a dataset of Peptide-MHC class I binding affinity with 185,985 pairs from IEDB/IMGT. (1) The peptide sequence is IWTYNAELL. The MHC is H-2-Db with pseudo-sequence H-2-Db. The binding affinity (normalized) is 0.217. (2) The peptide sequence is LGYDYSYL. The MHC is H-2-Kb with pseudo-sequence H-2-Kb. The binding affinity (normalized) is 0.960.